From a dataset of Catalyst prediction with 721,799 reactions and 888 catalyst types from USPTO. Predict which catalyst facilitates the given reaction. (1) Reactant: C1(P(C2C=CC=CC=2)C2C=CC=CC=2)C=CC=CC=1.[Cl:20][C:21]1[CH:22]=[C:23]([CH2:28][CH2:29][CH2:30]O)[CH:24]=[C:25]([Cl:27])[CH:26]=1.[Br:32]Br.O. Product: [Cl:20][C:21]1[CH:22]=[C:23]([CH:28]([Br:32])[CH2:29][CH3:30])[CH:24]=[C:25]([Cl:27])[CH:26]=1. The catalyst class is: 2. (2) Product: [C:1]([O:5][C:6]([N:8]1[CH2:13][C:12](=[O:14])[N:11]([C:15]2[CH:20]=[CH:19][C:18]([O:21][CH2:22][CH2:23][CH2:24][O:25][CH2:26][C:27]3[CH:32]=[CH:31][CH:30]=[CH:29][C:28]=3[O:33][CH3:34])=[CH:17][CH:16]=2)[C@@H:10]([CH2:35][O:36][CH2:54][C:55]2[CH:60]=[CH:59][CH:58]=[CH:57][CH:56]=2)[CH2:9]1)=[O:7])([CH3:2])([CH3:4])[CH3:3]. The catalyst class is: 3. Reactant: [C:1]([O:5][C:6]([N:8]1[CH2:13][C:12](=[O:14])[N:11]([C:15]2[CH:20]=[CH:19][C:18]([O:21][CH2:22][CH2:23][CH2:24][O:25][CH2:26][C:27]3[CH:32]=[CH:31][CH:30]=[CH:29][C:28]=3[O:33][CH3:34])=[CH:17][CH:16]=2)[C@@H:10]([CH2:35][OH:36])[CH2:9]1)=[O:7])([CH3:4])([CH3:3])[CH3:2].[H-].[Na+].C1OCCOCCOCCOCCOC1.[CH2:54](Br)[C:55]1[CH:60]=[CH:59][CH:58]=[CH:57][CH:56]=1. (3) The catalyst class is: 182. Product: [Br:25][C:26]1[CH:31]=[CH:30][C:29]([O:13][CH2:12][C:11]2[N:10]([C:14]3[CH:19]=[CH:18][C:17]([C:20]([NH:22][CH2:23][CH3:24])=[O:21])=[CH:16][CH:15]=3)[N:9]=[N:8][C:7]=2[C:5]([NH:4][CH:1]2[CH2:2][CH2:3]2)=[O:6])=[CH:28][CH:27]=1. Reactant: [CH:1]1([NH:4][C:5]([C:7]2[N:8]=[N:9][N:10]([C:14]3[CH:19]=[CH:18][C:17]([C:20]([NH:22][CH2:23][CH3:24])=[O:21])=[CH:16][CH:15]=3)[C:11]=2[CH2:12][OH:13])=[O:6])[CH2:3][CH2:2]1.[Br:25][C:26]1[CH:31]=[CH:30][C:29](O)=[CH:28][CH:27]=1.C(P(CCCC)CCCC)CCC.C1CCN(C(N=NC(N2CCCCC2)=O)=O)CC1. (4) Reactant: N[C:2]1[C:11]([O:12]C)=[C:10]([O:14][CH3:15])[CH:9]=[C:8]2[C:3]=1[C:4](=[O:22])[C:5]([C:19]([OH:21])=[O:20])=[CH:6][N:7]2[CH:16]1[CH2:18][CH2:17]1.[ClH:23].N([O-])=O.[Na+]. Product: [Cl:23][C:2]1[C:11]([OH:12])=[C:10]([O:14][CH3:15])[CH:9]=[C:8]2[C:3]=1[C:4](=[O:22])[C:5]([C:19]([OH:21])=[O:20])=[CH:6][N:7]2[CH:16]1[CH2:18][CH2:17]1. The catalyst class is: 6. (5) Reactant: [N:1]([CH2:4][CH2:5][O:6][CH2:7][CH2:8][O:9][CH2:10][CH2:11][O:12][CH2:13][CH2:14][NH:15][S:16]([C:19]1[CH:24]=[CH:23][CH:22]=[C:21]([CH:25]2[C:34]3[C:29](=[C:30]([Cl:36])[CH:31]=[C:32]([Cl:35])[CH:33]=3)[CH2:28][N:27]([CH2:37][CH3:38])[CH2:26]2)[CH:20]=1)(=[O:18])=[O:17])=[N+]=[N-].C1(P(C2C=CC=CC=2)C2C=CC=CC=2)C=CC=CC=1.C1COCC1. Product: [NH2:1][CH2:4][CH2:5][O:6][CH2:7][CH2:8][O:9][CH2:10][CH2:11][O:12][CH2:13][CH2:14][NH:15][S:16]([C:19]1[CH:24]=[CH:23][CH:22]=[C:21]([CH:25]2[C:34]3[C:29](=[C:30]([Cl:36])[CH:31]=[C:32]([Cl:35])[CH:33]=3)[CH2:28][N:27]([CH2:37][CH3:38])[CH2:26]2)[CH:20]=1)(=[O:18])=[O:17]. The catalyst class is: 6.